This data is from Reaction yield outcomes from USPTO patents with 853,638 reactions. The task is: Predict the reaction yield, written as a fraction of the theoretical maximum amount of product (1.0 means a 100% yield; for example, 0.34 means a 34% yield). (1) The reactants are S([O-])([O-])(=O)=O.[Na+].[Na+].[NH2:8][CH2:9][C:10]([O:12][CH2:13][CH3:14])=[O:11].O=[C:16]([CH3:24])[CH2:17][CH:18]1[CH2:22][CH2:21][CH2:20][C:19]1=O. The catalyst is ClCCl. The product is [CH3:24][C:16]1[N:8]([CH2:9][C:10]([O:12][CH2:13][CH3:14])=[O:11])[C:19]2[CH2:20][CH2:21][CH2:22][C:18]=2[CH:17]=1. The yield is 0.263. (2) The reactants are Cl.[C:2]([C:4]1([CH2:10][O:11][C:12]2[CH:17]=[CH:16][CH:15]=[CH:14][C:13]=2[CH3:18])[CH2:9][CH2:8][NH:7][CH2:6][CH2:5]1)#[N:3].[O:19]=[C:20]1[C:25]([CH:26]=O)=[CH:24][CH:23]=[CH:22][NH:21]1.C(O[BH-](OC(=O)C)OC(=O)C)(=O)C.[Na+].C(=O)(O)[O-].[Na+]. The catalyst is C(Cl)(Cl)Cl.C(OCC)(=O)C.ClCCl. The product is [O:19]=[C:20]1[C:25]([CH2:26][N:7]2[CH2:8][CH2:9][C:4]([CH2:10][O:11][C:12]3[CH:17]=[CH:16][CH:15]=[CH:14][C:13]=3[CH3:18])([C:2]#[N:3])[CH2:5][CH2:6]2)=[CH:24][CH:23]=[CH:22][NH:21]1. The yield is 0.0500. (3) The reactants are [CH2:1]([O:3][CH:4]([O:10][CH2:11][CH3:12])[C:5](OCC)=O)[CH3:2].[Na].Cl.[NH2:15][C:16]([NH2:18])=[S:17].C[O-].[Na+].[CH2:22](Br)[C:23]1[CH:28]=[CH:27][CH:26]=[CH:25][CH:24]=1.[CH3:30][CH2:31][OH:32]. The catalyst is O.CCOC(C)=O. The product is [CH2:22]([S:17][C:16]1[N:18]=[C:31]([OH:32])[CH:30]=[C:5]([CH:4]([O:3][CH2:1][CH3:2])[O:10][CH2:11][CH3:12])[N:15]=1)[C:23]1[CH:28]=[CH:27][CH:26]=[CH:25][CH:24]=1. The yield is 0.500. (4) The reactants are [CH3:1][C:2](=O)[CH2:3][C:4](=O)[CH3:5].[C:8]([CH2:10][C:11]([NH2:13])=[O:12])#[N:9].C([O-])([O-])=O.[K+].[K+]. The catalyst is O. The product is [CH3:5][C:4]1[CH:3]=[C:2]([CH3:1])[NH:13][C:11](=[O:12])[C:10]=1[C:8]#[N:9]. The yield is 0.930. (5) The reactants are [NH2:1][C@@H:2]([CH2:5][O:6][C@H:7]([C:9]1[CH:14]=[CH:13][C:12]([F:15])=[CH:11][CH:10]=1)[CH3:8])[CH2:3][OH:4].N[C@H](CO[C@H](C1C=CC(F)=CC=1)C)CO.[C:31](O)(=[O:40])[C@@H:32]([C:34]1[CH:39]=[CH:38][CH:37]=[CH:36][CH:35]=1)[OH:33]. The catalyst is C(O)(C)C. The product is [OH:33][C@H:32]([C:34]1[CH:39]=[CH:38][CH:37]=[CH:36][CH:35]=1)[C:31]([O:4][CH2:3][C@H:2]([NH2:1])[CH2:5][O:6][C@H:7]([C:9]1[CH:10]=[CH:11][C:12]([F:15])=[CH:13][CH:14]=1)[CH3:8])=[O:40]. The yield is 0.610. (6) The reactants are [Br:1][C:2]1[N:9]=[CH:8][CH:7]=[C:6]([Cl:10])[C:3]=1[CH:4]=[O:5].CN(C)C(=O)C.CO.[BH4-].[Na+]. The catalyst is O1CCOCC1.C(OCC)(=O)C. The product is [Br:1][C:2]1[C:3]([CH2:4][OH:5])=[C:6]([Cl:10])[CH:7]=[CH:8][N:9]=1. The yield is 0.950.